This data is from Forward reaction prediction with 1.9M reactions from USPTO patents (1976-2016). The task is: Predict the product of the given reaction. Given the reactants [F:1][C:2]1[CH:7]=[CH:6][C:5]([C:8]2[CH:9]=[C:10]3[C:15](=[CH:16][CH:17]=2)[CH:14]=[C:13]([S:18]([O-:20])=[O:19])[CH:12]=[CH:11]3)=[CH:4][CH:3]=1.[Na+].Br[C:23]1[CH:28]=[CH:27][CH:26]=[CH:25][N:24]=1, predict the reaction product. The product is: [F:1][C:2]1[CH:7]=[CH:6][C:5]([C:8]2[CH:9]=[C:10]3[C:15](=[CH:16][CH:17]=2)[CH:14]=[C:13]([S:18]([C:23]2[CH:28]=[CH:27][CH:26]=[CH:25][N:24]=2)(=[O:20])=[O:19])[CH:12]=[CH:11]3)=[CH:4][CH:3]=1.